Dataset: Catalyst prediction with 721,799 reactions and 888 catalyst types from USPTO. Task: Predict which catalyst facilitates the given reaction. Reactant: [Na].[C:2]([O:8][CH3:9])(=[O:7])[CH2:3][C:4]([CH3:6])=[O:5].Br[CH2:11][C:12]1[CH:17]=[CH:16][CH:15]=[C:14]([CH2:18][O:19][CH3:20])[CH:13]=1. Product: [CH3:20][O:19][CH2:18][C:14]1[CH:13]=[C:12]([CH:17]=[CH:16][CH:15]=1)[CH2:11][CH:3]([C:4](=[O:5])[CH3:6])[C:2]([O:8][CH3:9])=[O:7]. The catalyst class is: 5.